Dataset: Peptide-MHC class I binding affinity with 185,985 pairs from IEDB/IMGT. Task: Regression. Given a peptide amino acid sequence and an MHC pseudo amino acid sequence, predict their binding affinity value. This is MHC class I binding data. (1) The peptide sequence is EKPPVRPIF. The MHC is HLA-A26:01 with pseudo-sequence HLA-A26:01. The binding affinity (normalized) is 0.0847. (2) The peptide sequence is KTDIVNTTY. The MHC is HLA-A11:01 with pseudo-sequence HLA-A11:01. The binding affinity (normalized) is 0.215. (3) The peptide sequence is VAFELWAKR. The MHC is HLA-A31:01 with pseudo-sequence HLA-A31:01. The binding affinity (normalized) is 0.599. (4) The peptide sequence is ALWYFFPVL. The MHC is HLA-A02:01 with pseudo-sequence HLA-A02:01. The binding affinity (normalized) is 0.848. (5) The peptide sequence is DFISMYFPW. The MHC is HLA-B57:01 with pseudo-sequence HLA-B57:01. The binding affinity (normalized) is 0.0847. (6) The peptide sequence is KRINSLIKY. The MHC is HLA-B27:05 with pseudo-sequence HLA-B27:05. The binding affinity (normalized) is 0.549. (7) The peptide sequence is CFMYSDFHF. The MHC is HLA-A26:03 with pseudo-sequence HLA-A26:03. The binding affinity (normalized) is 0.0847.